This data is from Full USPTO retrosynthesis dataset with 1.9M reactions from patents (1976-2016). The task is: Predict the reactants needed to synthesize the given product. (1) Given the product [CH2:44]([N:51]1[CH2:56][CH2:55][CH:54]([CH2:57][O:43][C:40]2[CH:39]=[CH:38][C:37]([Cl:36])=[CH:42][N:41]=2)[CH:53]([C:59]2[CH:64]=[CH:63][C:62]([Cl:65])=[CH:61][CH:60]=2)[CH2:52]1)[C:45]1[CH:46]=[CH:47][CH:48]=[CH:49][CH:50]=1, predict the reactants needed to synthesize it. The reactants are: C1(P(C2C=CC=CC=2)C2C=CC=CC=2)C=CC=CC=1.N(C(OC(C)(C)C)=O)=NC(OC(C)(C)C)=O.[Cl:36][C:37]1[CH:38]=[CH:39][C:40]([OH:43])=[N:41][CH:42]=1.[CH2:44]([N:51]1[CH2:56][CH2:55][CH:54]([CH2:57]O)[CH:53]([C:59]2[CH:64]=[CH:63][C:62]([Cl:65])=[CH:61][CH:60]=2)[CH2:52]1)[C:45]1[CH:50]=[CH:49][CH:48]=[CH:47][CH:46]=1. (2) Given the product [CH3:23][C:20]1[CH:21]=[C:22]([CH:17]=[CH:18][CH:19]=1)[NH:13][C:12]1[C:6]2[CH2:5][N:4]([C:1](=[O:3])[CH3:2])[CH2:9][CH2:8][C:7]=2[N:10]([CH2:26][CH2:31]/[CH:30]=[CH:37]/[CH3:38])[N:11]=1, predict the reactants needed to synthesize it. The reactants are: [C:1]([N:4]1[CH2:9][CH2:8][C:7]2[N:10]([CH:26]3[CH2:31][CH2:30]OCC3)[N:11]=[C:12]([N:13]3[C:22]4[C:17](=[CH:18][C:19](Br)=[C:20]([C:23]#N)[CH:21]=4)CCC3)[C:6]=2[CH2:5]1)(=[O:3])[CH3:2].CS(O[CH:37](C1CC1)[CH3:38])(=O)=O.C([O-])([O-])=O.[K+].[K+]. (3) Given the product [CH:1]1([N:7]([CH3:30])[C:8]2[N:13]=[C:12]([CH3:14])[C:11]([CH:15]([CH2:20][CH2:21][CH3:22])[C:16]([OH:18])=[O:17])=[C:10]([C:23]3[CH:28]=[CH:27][C:26]([CH3:29])=[CH:25][CH:24]=3)[N:9]=2)[CH2:6][CH2:5][CH2:4][CH2:3][CH2:2]1, predict the reactants needed to synthesize it. The reactants are: [CH:1]1([N:7]([CH3:30])[C:8]2[N:13]=[C:12]([CH3:14])[C:11]([CH:15]([CH2:20][CH2:21][CH3:22])[C:16]([O:18]C)=[O:17])=[C:10]([C:23]3[CH:28]=[CH:27][C:26]([CH3:29])=[CH:25][CH:24]=3)[N:9]=2)[CH2:6][CH2:5][CH2:4][CH2:3][CH2:2]1.[OH-].[Na+]. (4) Given the product [NH2:36][C:27]1([C:37]#[N:38])[CH2:28][CH2:29][CH:25]([C:20]2[CH:21]=[C:22]3[C:17](=[CH:18][CH:19]=2)[C:14]2=[N:15][O:16][C:12]([C:9]4[C:8]([C:31]([F:34])([F:33])[F:32])=[C:7]([C:1]5[CH:6]=[CH:5][CH:4]=[CH:3][CH:2]=5)[O:11][N:10]=4)=[C:13]2[CH2:24][CH2:23]3)[CH2:26]1, predict the reactants needed to synthesize it. The reactants are: [C:1]1([C:7]2[O:11][N:10]=[C:9]([C:12]3[O:16][N:15]=[C:14]4[C:17]5[C:22]([CH2:23][CH2:24][C:13]=34)=[CH:21][C:20]([CH:25]3[CH2:29][CH2:28][C:27](=O)[CH2:26]3)=[CH:19][CH:18]=5)[C:8]=2[C:31]([F:34])([F:33])[F:32])[CH:6]=[CH:5][CH:4]=[CH:3][CH:2]=1.[Cl-].[NH4+:36].[C-:37]#[N:38].[Na+].N.